From a dataset of Reaction yield outcomes from USPTO patents with 853,638 reactions. Predict the reaction yield, written as a fraction of the theoretical maximum amount of product (1.0 means a 100% yield; for example, 0.34 means a 34% yield). (1) The reactants are O.[OH-].[Li+].[Cl:4][C:5]1[CH:10]=[CH:9][CH:8]=[C:7]([Cl:11])[C:6]=1[NH:12][C:13]([NH:15][C:16]1[C:17]([C:26]([N:28]([CH2:41][C:42]2[CH:47]=[CH:46][CH:45]=[CH:44][CH:43]=2)[C@H:29]([C:37]([O:39]C)=[O:38])[CH2:30][C:31]2[CH:36]=[CH:35][CH:34]=[CH:33][CH:32]=2)=[O:27])=[CH:18][C:19]2[C:24]([CH:25]=1)=[CH:23][CH:22]=[CH:21][CH:20]=2)=[O:14].O.Cl. The catalyst is O1CCOCC1. The product is [Cl:4][C:5]1[CH:10]=[CH:9][CH:8]=[C:7]([Cl:11])[C:6]=1[NH:12][C:13]([NH:15][C:16]1[C:17]([C:26]([N:28]([CH2:41][C:42]2[CH:43]=[CH:44][CH:45]=[CH:46][CH:47]=2)[C@H:29]([C:37]([OH:39])=[O:38])[CH2:30][C:31]2[CH:32]=[CH:33][CH:34]=[CH:35][CH:36]=2)=[O:27])=[CH:18][C:19]2[C:24]([CH:25]=1)=[CH:23][CH:22]=[CH:21][CH:20]=2)=[O:14]. The yield is 0.320. (2) The reactants are [CH3:1][O:2][NH:3][CH:4]([CH3:15])[CH2:5][C:6]1[C:11]([Cl:12])=[CH:10][C:9]([Cl:13])=[CH:8][C:7]=1[Cl:14].C(N(CC)CC)C.[F:23][CH:24]([F:34])[C:25]1[C:29]([C:30](Cl)=[O:31])=[CH:28][N:27]([CH3:33])[N:26]=1. The catalyst is ClCCl.O. The product is [CH3:1][O:2][N:3]([CH:4]([CH3:15])[CH2:5][C:6]1[C:7]([Cl:14])=[CH:8][C:9]([Cl:13])=[CH:10][C:11]=1[Cl:12])[C:30]([C:29]1[C:25]([CH:24]([F:34])[F:23])=[N:26][N:27]([CH3:33])[CH:28]=1)=[O:31]. The yield is 0.490. (3) The reactants are Br[CH2:2][C:3]1[CH:8]=[CH:7][CH:6]=[CH:5][CH:4]=1.[OH:9][C:10]1[CH:11]=[CH:12][C:13]([CH3:19])=[C:14]([B:16]([OH:18])[OH:17])[CH:15]=1.C(=O)([O-])[O-].[Cs+].[Cs+].CN(C=O)C. The catalyst is O. The product is [CH2:2]([O:9][C:10]1[CH:11]=[CH:12][C:13]([CH3:19])=[C:14]([B:16]([OH:18])[OH:17])[CH:15]=1)[C:3]1[CH:8]=[CH:7][CH:6]=[CH:5][CH:4]=1. The yield is 0.820. (4) The product is [CH3:19][C:14]1[C:13]2[C:18](=[CH:4][N:6]=[C:7]3[C:8]=2[C:9](=[O:20])[CH2:10][CH:11]=[CH:12]3)[CH:17]=[CH:16][CH:15]=1. The reactants are C(O[C:4]([NH:6][C:7]1[CH:12]=[CH:11][CH:10]=[CH:9][C:8]=1[C:13]1[CH:18]=[CH:17][CH:16]=[CH:15][C:14]=1[CH3:19])=O)C.[OH2:20]. The yield is 0.650. No catalyst specified. (5) The reactants are [NH2:1][C:2]1[C:3]([CH3:10])=[N:4][C:5]([OH:9])=[N:6][C:7]=1[CH3:8].[C:22]([O:21][C:19](O[C:19]([O:21][C:22]([CH3:25])([CH3:24])[CH3:23])=[O:20])=[O:20])([CH3:25])([CH3:24])[CH3:23].C(=O)([O-])[O-].[K+].[K+].Br[CH:33]([CH3:39])[C:34]([O:36]CC)=[O:35]. The catalyst is CN(C)C=O.O. The product is [C:22]([O:21][C:19]([NH:1][C:2]1[C:3]([CH3:10])=[N:4][C:5]([O:9][CH:33]([CH3:39])[C:34]([OH:36])=[O:35])=[N:6][C:7]=1[CH3:8])=[O:20])([CH3:23])([CH3:24])[CH3:25]. The yield is 0.480. (6) The reactants are [NH2:1][C:2]1[C:11]2[C:6](=[CH:7][CH:8]=[CH:9][C:10]=2[O:12][CH2:13][C:14]([NH:17][C:18](=[O:32])[CH2:19][CH2:20][CH2:21][CH2:22][CH2:23][NH:24]C(OC(C)(C)C)=O)([CH3:16])[CH3:15])[N:5]=[C:4]([CH3:33])[C:3]=1[C:34]([OH:36])=[O:35].[F:37][C:38]([F:43])([F:42])[C:39]([OH:41])=[O:40]. The catalyst is C(Cl)Cl. The product is [F:37][C:38]([F:43])([F:42])[C:39]([O-:41])=[O:40].[NH3+:24][CH2:23][CH2:22][CH2:21][CH2:20][CH2:19][C:18]([NH:17][C:14]([CH3:16])([CH3:15])[CH2:13][O:12][C:10]1[CH:9]=[CH:8][CH:7]=[C:6]2[C:11]=1[C:2]([NH3+:1])=[C:3]([C:34]([OH:36])=[O:35])[C:4]([CH3:33])=[N:5]2)=[O:32].[F:37][C:38]([F:43])([F:42])[C:39]([O-:41])=[O:40]. The yield is 0.580.